Task: Binary Classification. Given a drug SMILES string, predict its activity (active/inactive) in a high-throughput screening assay against a specified biological target.. Dataset: Tyrosyl-DNA phosphodiesterase HTS with 341,365 compounds (1) The drug is Clc1cc(N2CCN(CC2)C(=S)NCC2OCCC2)ccc1. The result is 0 (inactive). (2) The molecule is FCCCn1c2c([nH]c3ncccc3c1=O)cccc2. The result is 0 (inactive). (3) The drug is OCCCNC(=O)C(/NC(=O)/C=C\c1ccccc1)=C\c1ccccc1. The result is 0 (inactive). (4) The compound is O(C(=O)C1CCN(CC1)\C=C1/C(=O)N(Cc2occc2)C(=O)NC1=O)CC. The result is 1 (active). (5) The drug is Clc1c2sc(N(Cc3cccnc3)C(=O)CCC)nc2c(OC)cc1. The result is 0 (inactive). (6) The molecule is Clc1cn(nc1)Cc1cc(C(=O)Nc2n(c3c(n2)cccc3)CC)ccc1. The result is 0 (inactive). (7) The molecule is Clc1ccc(S(=O)(=O)N(CCCC(=O)Nc2sccn2)C)cc1. The result is 0 (inactive). (8) The molecule is O1C(C(=O)/C(=C(/Nc2ccccc2)C)C1=O)C. The result is 0 (inactive). (9) The compound is Clc1c(CSCC(=O)Nc2cccnc2)c(F)ccc1. The result is 0 (inactive). (10) The molecule is OCCC1N(CCN(C2CCN(CC2)c2c(c(ccc2)C)C)C1)Cc1cc(OC)ccc1. The result is 0 (inactive).